This data is from Reaction yield outcomes from USPTO patents with 853,638 reactions. The task is: Predict the reaction yield, written as a fraction of the theoretical maximum amount of product (1.0 means a 100% yield; for example, 0.34 means a 34% yield). (1) The reactants are [CH2:1]([O:3][C:4](=[O:15])[C:5]([C:9](=[S:14])[NH:10][CH:11]1[CH2:13][CH2:12]1)=[C:6]([NH2:8])[CH3:7])[CH3:2].BrBr.C(OCC)C.C([O-])(O)=O.[Na+]. The catalyst is C(Cl)(Cl)Cl. The product is [CH2:1]([O:3][C:4]([C:5]1[C:6]([CH3:7])=[N:8][S:14][C:9]=1[NH:10][CH:11]1[CH2:13][CH2:12]1)=[O:15])[CH3:2]. The yield is 0.400. (2) The reactants are Br[C:2]1[N:3]=[C:4]([C:9]2[N:13]=[C:12]([C:14]3[CH:19]=[CH:18][CH:17]=[CH:16][CH:15]=3)[O:11][N:10]=2)[C:5]([NH2:8])=[N:6][CH:7]=1.[CH3:20][S:21]([C:24]1[CH:29]=[CH:28][C:27](B(O)O)=[CH:26][CH:25]=1)(=[O:23])=[O:22].C([O-])([O-])=O.[Na+].[Na+]. The catalyst is CN(C=O)C.Cl[Pd](Cl)([P](C1C=CC=CC=1)(C1C=CC=CC=1)C1C=CC=CC=1)[P](C1C=CC=CC=1)(C1C=CC=CC=1)C1C=CC=CC=1. The product is [CH3:20][S:21]([C:24]1[CH:29]=[CH:28][C:27]([C:2]2[N:3]=[C:4]([C:9]3[N:13]=[C:12]([C:14]4[CH:19]=[CH:18][CH:17]=[CH:16][CH:15]=4)[O:11][N:10]=3)[C:5]([NH2:8])=[N:6][CH:7]=2)=[CH:26][CH:25]=1)(=[O:23])=[O:22]. The yield is 0.670. (3) The reactants are [OH:1][C:2]1[CH:10]=[C:9]2[C:5]([CH2:6][CH2:7][N:8]2[C:11]2[N:15]([CH3:16])[N:14]=[C:13]([CH3:17])[C:12]=2[CH:18]=[O:19])=[CH:4][CH:3]=1.CI.[C:22](=O)([O-])[O-].[K+].[K+]. The catalyst is CC(C)=O. The product is [CH3:22][O:1][C:2]1[CH:10]=[C:9]2[C:5]([CH2:6][CH2:7][N:8]2[C:11]2[N:15]([CH3:16])[N:14]=[C:13]([CH3:17])[C:12]=2[CH:18]=[O:19])=[CH:4][CH:3]=1. The yield is 0.890. (4) The reactants are [OH:1][CH2:2][C:3]1([CH3:16])[CH2:8][CH2:7][CH2:6][N:5]([C:9]([O:11][C:12]([CH3:15])([CH3:14])[CH3:13])=[O:10])[CH2:4]1.CS(C)=O.CCN(CC)CC. The catalyst is C(Cl)Cl.CCOCC. The product is [CH:2]([C:3]1([CH3:16])[CH2:8][CH2:7][CH2:6][N:5]([C:9]([O:11][C:12]([CH3:15])([CH3:14])[CH3:13])=[O:10])[CH2:4]1)=[O:1]. The yield is 0.860. (5) The reactants are [NH2:1][C:2]1[S:6][N:5]=[C:4]([CH3:7])[C:3]=1[C:8]([OH:10])=O.S(Cl)(Cl)=O.[Cl:15][C:16]1[CH:17]=[C:18]([CH:20]=[CH:21][C:22]=1[Cl:23])[NH2:19].C(N(CC)CC)C. The catalyst is C1COCC1.O. The product is [NH2:1][C:2]1[S:6][N:5]=[C:4]([CH3:7])[C:3]=1[C:8]([NH:19][C:18]1[CH:20]=[CH:21][C:22]([Cl:23])=[C:16]([Cl:15])[CH:17]=1)=[O:10]. The yield is 0.260.